From a dataset of Full USPTO retrosynthesis dataset with 1.9M reactions from patents (1976-2016). Predict the reactants needed to synthesize the given product. (1) Given the product [C:18]([C@@H:17]([NH:16][C:2]1[C:11]([C:12]([OH:14])=[O:13])=[CH:10][C:9]2[C:4](=[CH:5][CH:6]=[C:7]([Cl:15])[CH:8]=2)[N:3]=1)[CH2:21][C:22]1[CH:23]=[CH:24][C:25]([O:28][C:29]2[CH:34]=[CH:33][C:32]([CH3:35])=[CH:31][N:30]=2)=[CH:26][CH:27]=1)([OH:20])=[O:19], predict the reactants needed to synthesize it. The reactants are: Cl[C:2]1[C:11]([C:12]([OH:14])=[O:13])=[CH:10][C:9]2[C:4](=[CH:5][CH:6]=[C:7]([Cl:15])[CH:8]=2)[N:3]=1.[NH2:16][C@@H:17]([CH2:21][C:22]1[CH:27]=[CH:26][C:25]([O:28][C:29]2[CH:34]=[CH:33][C:32]([CH3:35])=[CH:31][N:30]=2)=[CH:24][CH:23]=1)[C:18]([OH:20])=[O:19]. (2) Given the product [CH3:18][N:19]([CH3:21])/[CH:20]=[CH:2]/[C:1]([C:4]1[CH:5]=[CH:6][C:7]([O:14][CH3:15])=[C:8]([CH:13]=1)[C:9]([O:11][CH3:12])=[O:10])=[O:3], predict the reactants needed to synthesize it. The reactants are: [C:1]([C:4]1[CH:5]=[CH:6][C:7]([O:14][CH3:15])=[C:8]([CH:13]=1)[C:9]([O:11][CH3:12])=[O:10])(=[O:3])[CH3:2].CO[CH:18](OC)[N:19]([CH3:21])[CH3:20].CO.